Dataset: Peptide-MHC class I binding affinity with 185,985 pairs from IEDB/IMGT. Task: Regression. Given a peptide amino acid sequence and an MHC pseudo amino acid sequence, predict their binding affinity value. This is MHC class I binding data. (1) The peptide sequence is AVNAATYNR. The MHC is HLA-B07:02 with pseudo-sequence HLA-B07:02. The binding affinity (normalized) is 0.0847. (2) The peptide sequence is MCHEGINP. The MHC is H-2-Kb with pseudo-sequence H-2-Kb. The binding affinity (normalized) is 0. (3) The peptide sequence is RPRVAQLTF. The MHC is HLA-C04:01 with pseudo-sequence HLA-C04:01. The binding affinity (normalized) is 0.213. (4) The peptide sequence is KTTYWWDGL. The MHC is HLA-B15:01 with pseudo-sequence HLA-B15:01. The binding affinity (normalized) is 0.0847. (5) The peptide sequence is NYADRRWCF. The MHC is HLA-A23:01 with pseudo-sequence HLA-A23:01. The binding affinity (normalized) is 0.637. (6) The peptide sequence is YRLRGEERK. The MHC is HLA-B48:01 with pseudo-sequence HLA-B48:01. The binding affinity (normalized) is 0.0847. (7) The peptide sequence is YSRPWNWTF. The MHC is HLA-A03:01 with pseudo-sequence HLA-A03:01. The binding affinity (normalized) is 0.0847. (8) The peptide sequence is VQGPGGSTY. The MHC is HLA-A69:01 with pseudo-sequence HLA-A69:01. The binding affinity (normalized) is 0.0847. (9) The peptide sequence is GIRGFPRCR. The MHC is HLA-B07:02 with pseudo-sequence HLA-B07:02. The binding affinity (normalized) is 0. (10) The peptide sequence is KQIVIINPM. The MHC is HLA-A30:01 with pseudo-sequence HLA-A30:01. The binding affinity (normalized) is 0.213.